Dataset: Reaction yield outcomes from USPTO patents with 853,638 reactions. Task: Predict the reaction yield, written as a fraction of the theoretical maximum amount of product (1.0 means a 100% yield; for example, 0.34 means a 34% yield). (1) The reactants are [Br:1][C:2]1[CH:10]=[CH:9][CH:8]=[C:7]2[C:3]=1[CH2:4][CH2:5][C@@H:6]2[OH:11].[CH3:12][C:13]([Si:16](Cl)([CH3:18])[CH3:17])([CH3:15])[CH3:14].N1C=CN=C1. The catalyst is CN(C=O)C.C([O-])(O)=O.[Na+]. The product is [Br:1][C:2]1[CH:10]=[CH:9][CH:8]=[C:7]2[C:3]=1[CH2:4][CH2:5][C@@H:6]2[O:11][Si:16]([C:13]([CH3:15])([CH3:14])[CH3:12])([CH3:18])[CH3:17]. The yield is 0.880. (2) The reactants are [CH2:1]([NH:3][C@H:4]1[CH2:8][CH2:7][N:6]([C:9]2[C:14]([C:15]([O:17][CH:18]([CH3:20])[CH3:19])=[O:16])=[CH:13][CH:12]=[CH:11][N:10]=2)[CH2:5]1)[CH3:2].[CH2:21]([C:23]1[S:27][C:26]([CH:28]=O)=[CH:25][CH:24]=1)[CH3:22].[BH-](OC(C)=O)(OC(C)=O)OC(C)=O.[Na+]. The catalyst is C1COCC1. The product is [CH2:1]([N:3]([CH2:28][C:26]1[S:27][C:23]([CH2:21][CH3:22])=[CH:24][CH:25]=1)[C@H:4]1[CH2:8][CH2:7][N:6]([C:9]2[C:14]([C:15]([O:17][CH:18]([CH3:19])[CH3:20])=[O:16])=[CH:13][CH:12]=[CH:11][N:10]=2)[CH2:5]1)[CH3:2]. The yield is 0.280. (3) The reactants are Br[C:2]1[CH:7]=[CH:6][C:5]([C@@H:8]([N:10]2[CH2:15][CH2:14][C@:13]([CH2:22][C:23]([OH:26])([CH3:25])[CH3:24])([C:16]3[CH:21]=[CH:20][CH:19]=[CH:18][CH:17]=3)[O:12][C:11]2=[O:27])[CH3:9])=[CH:4][CH:3]=1.[CH3:28][C:29]1([CH3:45])[C:33]([CH3:35])([CH3:34])[O:32][B:31]([B:31]2[O:32][C:33]([CH3:35])([CH3:34])[C:29]([CH3:45])([CH3:28])[O:30]2)[O:30]1.CC([O-])=O.[K+]. The catalyst is CS(C)=O.C1C=CC(P([C]2[CH][CH][CH][CH]2)C2C=CC=CC=2)=CC=1.C1C=CC(P([C]2[CH][CH][CH][CH]2)C2C=CC=CC=2)=CC=1.Cl[Pd]Cl.[Fe]. The product is [OH:26][C:23]([CH3:25])([CH3:24])[CH2:22][C@@:13]1([C:16]2[CH:21]=[CH:20][CH:19]=[CH:18][CH:17]=2)[O:12][C:11](=[O:27])[N:10]([C@H:8]([C:5]2[CH:6]=[CH:7][C:2]([B:31]3[O:32][C:33]([CH3:35])([CH3:34])[C:29]([CH3:45])([CH3:28])[O:30]3)=[CH:3][CH:4]=2)[CH3:9])[CH2:15][CH2:14]1. The yield is 0.600. (4) The reactants are [Cl:1][C:2]1[CH:3]=[C:4]([CH2:9][CH2:10][C:11](N(OC)C)=[O:12])[CH:5]=[CH:6][C:7]=1[Cl:8].[CH3:17][Mg]Br. The catalyst is CCOCC.[Cl-].[Na+].O. The product is [Cl:1][C:2]1[CH:3]=[C:4]([CH2:9][CH2:10][C:11](=[O:12])[CH3:17])[CH:5]=[CH:6][C:7]=1[Cl:8]. The yield is 0.620. (5) The reactants are [NH:1]1[C:9]2[C:4](=[CH:5][CH:6]=[CH:7][CH:8]=2)[CH:3]=[C:2]1[C:10]([OH:12])=O.C(Cl)(=O)C(Cl)=O.[NH2:19][C:20]1[CH:25]=[C:24]([C:26]2[C:35]3[C:30](=[CH:31][C:32]([O:41][CH2:42][CH3:43])=[C:33]4[O:38][C:37]([CH3:40])([CH3:39])[CH2:36][C:34]4=3)[CH2:29][C:28]([CH3:45])([CH3:44])[N:27]=2)[CH:23]=[CH:22][C:21]=1/[CH:46]=[CH:47]/[C:48]([O:50][CH3:51])=[O:49].C(=O)([O-])[O-].[K+].[K+]. The catalyst is O1CCCC1.CN(C)C=O.C(N(CC)CC)C. The product is [CH2:42]([O:41][C:32]1[CH:31]=[C:30]2[C:35](=[C:34]3[CH2:36][C:37]([CH3:40])([CH3:39])[O:38][C:33]=13)[C:26]([C:24]1[CH:23]=[CH:22][C:21](/[CH:46]=[CH:47]/[C:48]([O:50][CH3:51])=[O:49])=[C:20]([NH:19][C:10]([C:2]3[NH:1][C:9]4[C:4]([CH:3]=3)=[CH:5][CH:6]=[CH:7][CH:8]=4)=[O:12])[CH:25]=1)=[N:27][C:28]([CH3:44])([CH3:45])[CH2:29]2)[CH3:43]. The yield is 0.940. (6) The reactants are [NH2:1][C:2]1[N:7]=[C:6](OS(C(F)(F)F)(=O)=O)[C:5]([CH3:16])=[C:4]([C:17]2[O:18][CH:19]=[CH:20][CH:21]=2)[N:3]=1.[ClH:22].Cl.NCC1C=CC2C(=CC=CC=2)N=1. The catalyst is COCCOC. The product is [Cl:22][C:6]1[C:5]([CH3:16])=[C:4]([C:17]2[O:18][CH:19]=[CH:20][CH:21]=2)[N:3]=[C:2]([NH2:1])[N:7]=1. The yield is 0.500. (7) The reactants are [CH:1]1([C:5]([NH:7][C:8]2[CH:13]=[CH:12][C:11]([CH:14]3[C:23]([CH3:25])([CH3:24])[CH2:22][C:21]4[C:16](=[CH:17][CH:18]=[C:19]([C:26]([O:28]C)=[O:27])[CH:20]=4)[NH:15]3)=[CH:10][CH:9]=2)=[O:6])[CH2:4][CH2:3][CH2:2]1.[OH-].[Na+]. The catalyst is CO.O. The product is [CH:1]1([C:5]([NH:7][C:8]2[CH:13]=[CH:12][C:11]([CH:14]3[C:23]([CH3:25])([CH3:24])[CH2:22][C:21]4[C:16](=[CH:17][CH:18]=[C:19]([C:26]([OH:28])=[O:27])[CH:20]=4)[NH:15]3)=[CH:10][CH:9]=2)=[O:6])[CH2:4][CH2:3][CH2:2]1. The yield is 0.840.